Dataset: NCI-60 drug combinations with 297,098 pairs across 59 cell lines. Task: Regression. Given two drug SMILES strings and cell line genomic features, predict the synergy score measuring deviation from expected non-interaction effect. (1) Drug 1: C(CC(=O)O)C(=O)CN.Cl. Drug 2: CC(C)CN1C=NC2=C1C3=CC=CC=C3N=C2N. Cell line: CAKI-1. Synergy scores: CSS=8.17, Synergy_ZIP=-3.30, Synergy_Bliss=-2.25, Synergy_Loewe=-3.29, Synergy_HSA=-3.29. (2) Drug 1: C1C(C(OC1N2C=NC3=C(N=C(N=C32)Cl)N)CO)O. Drug 2: CCCCCOC(=O)NC1=NC(=O)N(C=C1F)C2C(C(C(O2)C)O)O. Cell line: CAKI-1. Synergy scores: CSS=-8.07, Synergy_ZIP=3.77, Synergy_Bliss=-1.12, Synergy_Loewe=-8.70, Synergy_HSA=-8.59. (3) Drug 1: CS(=O)(=O)C1=CC(=C(C=C1)C(=O)NC2=CC(=C(C=C2)Cl)C3=CC=CC=N3)Cl. Drug 2: COC1=CC(=CC(=C1O)OC)C2C3C(COC3=O)C(C4=CC5=C(C=C24)OCO5)OC6C(C(C7C(O6)COC(O7)C8=CC=CS8)O)O. Cell line: SF-539. Synergy scores: CSS=43.2, Synergy_ZIP=-1.78, Synergy_Bliss=-1.32, Synergy_Loewe=-30.4, Synergy_HSA=-0.171. (4) Drug 1: CNC(=O)C1=CC=CC=C1SC2=CC3=C(C=C2)C(=NN3)C=CC4=CC=CC=N4. Drug 2: CN(CC1=CN=C2C(=N1)C(=NC(=N2)N)N)C3=CC=C(C=C3)C(=O)NC(CCC(=O)O)C(=O)O. Cell line: IGROV1. Synergy scores: CSS=11.2, Synergy_ZIP=-8.37, Synergy_Bliss=-5.44, Synergy_Loewe=-21.3, Synergy_HSA=-6.20.